Dataset: Full USPTO retrosynthesis dataset with 1.9M reactions from patents (1976-2016). Task: Predict the reactants needed to synthesize the given product. (1) Given the product [CH:39]1([NH:38][C:36](=[O:37])[NH:35][C:32]2[CH:33]=[CH:34][C:29]([O:28][C:25]3[CH:24]=[CH:23][N:22]=[C:21]4[CH:20]=[C:19]([C:16]5[N:15]=[CH:14][C:13]([CH2:12][N:5]([CH:3]6[CH2:2][N:1]([C:52](=[O:53])[CH2:51][O:50][CH2:49][CH2:48][O:47][CH2:46][CH2:45][O:44][CH3:43])[CH2:4]6)[CH2:6][C:7]([O:9][CH2:10][CH3:11])=[O:8])=[CH:18][CH:17]=5)[S:27][C:26]=34)=[C:30]([F:42])[CH:31]=2)[CH2:40][CH2:41]1, predict the reactants needed to synthesize it. The reactants are: [NH:1]1[CH2:4][CH:3]([N:5]([CH2:12][C:13]2[CH:14]=[N:15][C:16]([C:19]3[S:27][C:26]4[C:21](=[N:22][CH:23]=[CH:24][C:25]=4[O:28][C:29]4[CH:34]=[CH:33][C:32]([NH:35][C:36]([NH:38][CH:39]5[CH2:41][CH2:40]5)=[O:37])=[CH:31][C:30]=4[F:42])[CH:20]=3)=[CH:17][CH:18]=2)[CH2:6][C:7]([O:9][CH2:10][CH3:11])=[O:8])[CH2:2]1.[CH3:43][O:44][CH2:45][CH2:46][O:47][CH2:48][CH2:49][O:50][CH2:51][C:52](O)=[O:53].CCN=C=NCCCN(C)C.Cl.C1C=C2N=NN(O)C2=CC=1.O.C(N(CC)CC)C. (2) Given the product [F:31][C:25]1[C:26]([F:30])=[CH:27][CH:28]=[CH:29][C:24]=1[CH2:23][N:3]1[C:4]2=[N:9][C:8]([N:10]3[CH2:11][CH2:12][O:13][CH2:14][CH2:15]3)=[CH:7][C:6](=[O:16])[N:5]2[CH2:17][C@@:2]1([CH3:1])[C:18]([F:21])([F:19])[F:20], predict the reactants needed to synthesize it. The reactants are: [CH3:1][C@@:2]1([C:18]([F:21])([F:20])[F:19])[CH2:17][N:5]2[C:6](=[O:16])[CH:7]=[C:8]([N:10]3[CH2:15][CH2:14][O:13][CH2:12][CH2:11]3)[N:9]=[C:4]2[NH:3]1.Br[CH2:23][C:24]1[CH:29]=[CH:28][CH:27]=[C:26]([F:30])[C:25]=1[F:31].C(=O)([O-])[O-].[Cs+].[Cs+]. (3) Given the product [NH2:17][C:18]1[N:23]=[CH:22][N:21]=[C:20]2[N:24]([CH:28]([C:30]3[C:40]4[O:39][C@@H:38]([CH3:41])[CH2:37][N:36]([CH:42]5[CH2:43][CH:44]([C:46]([NH2:59])=[O:48])[CH2:45]5)[CH2:35][C:34]=4[C:33]([C:8]#[N:4])=[C:32]([Cl:50])[CH:31]=3)[CH3:29])[N:25]=[C:26]([CH3:27])[C:19]=12, predict the reactants needed to synthesize it. The reactants are: C([N:4]([CH2:8]C)C(C)C)(C)C.FC(F)(F)C(O)=O.[NH2:17][C:18]1[N:23]=[CH:22][N:21]=[C:20]2[N:24]([CH:28]([C:30]3[C:40]4[O:39][CH:38]([CH3:41])[CH2:37][N:36]([CH:42]5[CH2:45][CH:44]([C:46]([OH:48])=O)[CH2:43]5)[CH2:35][C:34]=4[C:33](F)=[C:32]([Cl:50])[CH:31]=3)[CH3:29])[N:25]=[C:26]([CH3:27])[C:19]=12.F[P-](F)(F)(F)(F)F.C[N+:59](C)=C(N(C)C)ON1C2N=CC=CC=2N=N1.N. (4) Given the product [CH3:10][O:9][C:7]1[CH:8]=[C:3]2[C:4](=[CH:5][C:6]=1[O:11][CH2:12][CH2:13][O:14][CH3:15])[N:16]=[CH:17][N:18]=[C:1]2[NH:2][C:24]1[CH:26]=[CH:27][C:28]([CH3:29])=[C:22]([OH:21])[CH:23]=1, predict the reactants needed to synthesize it. The reactants are: [C:1]([C:3]1[CH:8]=[C:7]([O:9][CH3:10])[C:6]([O:11][CH2:12][CH2:13][O:14][CH3:15])=[CH:5][C:4]=1[N:16]=[CH:17][N:18](C)C)#[N:2].[OH:21][C:22]1[CH:23]=[C:24]([CH:26]=[CH:27][C:28]=1[CH3:29])N.